This data is from Forward reaction prediction with 1.9M reactions from USPTO patents (1976-2016). The task is: Predict the product of the given reaction. (1) Given the reactants Cl[C:2]1[CH:7]=[C:6]([Cl:8])[CH:5]=[CH:4][C:3]=1[CH:9]([F:12])[CH2:10][NH2:11].[Cl:13][C:14]1[CH:15]=[C:16]2[C:21](=[CH:22][C:23]=1[O:24][C:25]1[CH:33]=[CH:32][C:28]([C:29](O)=[O:30])=[CH:27][CH:26]=1)[O:20][CH2:19][CH2:18][CH:17]2[C:34]([O:36][CH2:37][CH3:38])=[O:35].N1C2C(=NC=CC=2)N(O)N=1.Cl.C(N=C=NCCCN(C)C)C, predict the reaction product. The product is: [Cl:13][C:14]1[CH:15]=[C:16]2[C:21](=[CH:22][C:23]=1[O:24][C:25]1[CH:33]=[CH:32][C:28]([C:29](=[O:30])[NH:11][CH2:10][CH:9]([C:3]3[CH:4]=[CH:5][C:6]([Cl:8])=[CH:7][CH:2]=3)[F:12])=[CH:27][CH:26]=1)[O:20][CH2:19][CH2:18][CH:17]2[C:34]([O:36][CH2:37][CH3:38])=[O:35]. (2) Given the reactants C1C=CC2N(O)N=[N:7]C=2C=1.CCN=C=NCCCN(C)C.Cl.Cl.[CH2:24]([O:31][C:32]([N:34]1[CH2:39][CH2:38][N:37]([C:40]2[CH:45]=[CH:44][C:43]([NH:46][C:47]3[N:52]=[C:51]([CH2:53][CH2:54][C:55]4[CH:60]=[CH:59][CH:58]=[CH:57][C:56]=4[CH2:61][C:62]([OH:64])=O)[CH:50]=[CH:49][N:48]=3)=[CH:42][CH:41]=2)[CH2:36][CH2:35]1)=[O:33])[C:25]1[CH:30]=[CH:29][CH:28]=[CH:27][CH:26]=1.C(=O)([O-])[O-].[NH4+].[NH4+], predict the reaction product. The product is: [NH2:7][C:62](=[O:64])[CH2:61][C:56]1[CH:57]=[CH:58][CH:59]=[CH:60][C:55]=1[CH2:54][CH2:53][C:51]1[CH:50]=[CH:49][N:48]=[C:47]([NH:46][C:43]2[CH:44]=[CH:45][C:40]([N:37]3[CH2:36][CH2:35][N:34]([C:32]([O:31][CH2:24][C:25]4[CH:26]=[CH:27][CH:28]=[CH:29][CH:30]=4)=[O:33])[CH2:39][CH2:38]3)=[CH:41][CH:42]=2)[N:52]=1. (3) Given the reactants [Cl-].[CH2:2]([NH+:9]([CH3:41])[CH2:10][CH2:11][O:12][C@H:13]1[CH2:20][N:19]2[C:21]3[CH:22]=[C:23]([C:34](O)=[O:35])[CH:24]=[CH:25][C:26]=3[C:27]([CH:28]3[CH2:33][CH2:32][CH2:31][CH2:30][CH2:29]3)=[C:18]2[C:17]2[CH:37]=[CH:38][CH:39]=[CH:40][C:16]=2[O:15][CH2:14]1)[C:3]1[CH:8]=[CH:7][CH:6]=[CH:5][CH:4]=1.C(Cl)CCl.[CH3:46][O:47][CH:48]([O:56][CH3:57])[CH2:49][N:50]([CH3:55])[S:51]([NH2:54])(=[O:53])=[O:52], predict the reaction product. The product is: [CH2:2]([N:9]([CH3:41])[CH2:10][CH2:11][O:12][C@H:13]1[CH2:20][N:19]2[C:21]3[CH:22]=[C:23]([C:34]([NH:54][S:51]([N:50]([CH2:49][CH:48]([O:47][CH3:46])[O:56][CH3:57])[CH3:55])(=[O:53])=[O:52])=[O:35])[CH:24]=[CH:25][C:26]=3[C:27]([CH:28]3[CH2:33][CH2:32][CH2:31][CH2:30][CH2:29]3)=[C:18]2[C:17]2[CH:37]=[CH:38][CH:39]=[CH:40][C:16]=2[O:15][CH2:14]1)[C:3]1[CH:4]=[CH:5][CH:6]=[CH:7][CH:8]=1. (4) Given the reactants [CH3:1][C:2]1[CH:7]=[C:6]([CH3:8])[CH:5]=[CH:4][C:3]=1[CH2:9][N:10]1[C:15]([C:16]2[CH:21]=[CH:20][CH:19]=[C:18]([C:22]3[CH:23]=[N:24][NH:25][CH:26]=3)[CH:17]=2)=[CH:14][C:13]([C:27]([F:30])([F:29])[F:28])=[C:12]([C:31]#[N:32])[C:11]1=[O:33].C([O-])([O-])=O.[K+].[K+].Br[CH2:41][C:42]([O:44][CH2:45][CH3:46])=[O:43], predict the reaction product. The product is: [C:31]([C:12]1[C:11](=[O:33])[N:10]([CH2:9][C:3]2[CH:4]=[CH:5][C:6]([CH3:8])=[CH:7][C:2]=2[CH3:1])[C:15]([C:16]2[CH:17]=[C:18]([C:22]3[CH:26]=[N:25][N:24]([CH2:41][C:42]([O:44][CH2:45][CH3:46])=[O:43])[CH:23]=3)[CH:19]=[CH:20][CH:21]=2)=[CH:14][C:13]=1[C:27]([F:30])([F:29])[F:28])#[N:32].